Dataset: Forward reaction prediction with 1.9M reactions from USPTO patents (1976-2016). Task: Predict the product of the given reaction. Given the reactants C(OC([N:8]1[CH2:12][CH:11]([O:13][C:14]2[CH:19]=[CH:18][C:17]([F:20])=[C:16]([F:21])[CH:15]=2)[CH:10]2[N:22]([C:25](=[O:48])[CH:26]([NH:31][C:32](=[O:47])[CH:33]([N:35]([C:37]([O:39][CH2:40][C:41]3[CH:46]=[CH:45][CH:44]=[CH:43][CH:42]=3)=[O:38])[CH3:36])[CH3:34])[C:27]([CH3:30])([CH3:29])[CH3:28])[CH2:23][CH2:24][CH:9]12)=O)(C)(C)C.C(O)(C(F)(F)F)=O, predict the reaction product. The product is: [CH2:40]([O:39][C:37](=[O:38])[N:35]([CH:33]([C:32](=[O:47])[NH:31][CH:26]([C:25]([N:22]1[CH2:23][CH2:24][CH:9]2[NH:8][CH2:12][CH:11]([O:13][C:14]3[CH:19]=[CH:18][C:17]([F:20])=[C:16]([F:21])[CH:15]=3)[CH:10]12)=[O:48])[C:27]([CH3:28])([CH3:30])[CH3:29])[CH3:34])[CH3:36])[C:41]1[CH:46]=[CH:45][CH:44]=[CH:43][CH:42]=1.